Task: Predict the reactants needed to synthesize the given product.. Dataset: Full USPTO retrosynthesis dataset with 1.9M reactions from patents (1976-2016) (1) The reactants are: Br[C:2]1[CH:3]=[C:4]([C:8]2([C:18]3[CH:23]=[CH:22][N:21]=[C:20]([CH:24]([CH3:26])[CH3:25])[CH:19]=3)[C:16]3[C:11](=[CH:12][CH:13]=[CH:14][CH:15]=3)[C:10]([NH2:17])=[N:9]2)[CH:5]=[CH:6][CH:7]=1.[N:27]1[CH:32]=[C:31](B(O)O)[CH:30]=[N:29][CH:28]=1. Given the product [CH:24]([C:20]1[CH:19]=[C:18]([C:8]2([C:4]3[CH:5]=[CH:6][CH:7]=[C:2]([C:31]4[CH:32]=[N:27][CH:28]=[N:29][CH:30]=4)[CH:3]=3)[C:16]3[C:11](=[CH:12][CH:13]=[CH:14][CH:15]=3)[C:10]([NH2:17])=[N:9]2)[CH:23]=[CH:22][N:21]=1)([CH3:25])[CH3:26], predict the reactants needed to synthesize it. (2) Given the product [CH3:9][O:8][C:6]([C:4]1[N:3]([CH:30]2[C:39]3[C:34](=[CH:35][CH:36]=[CH:37][CH:38]=3)[N:33]([C:40](=[O:41])[C:42]3[CH:47]=[CH:46][CH:45]=[CH:44][CH:43]=3)[CH2:32][CH2:31]2)[CH:2]=[N:1][CH:5]=1)=[O:7], predict the reactants needed to synthesize it. The reactants are: [NH:1]1[CH:5]=[C:4]([C:6]([O:8][CH3:9])=[O:7])[N:3]=[CH:2]1.C1(P(C2C=CC=CC=2)C2C=CC=CC=2)C=CC=CC=1.O[CH:30]1[C:39]2[C:34](=[CH:35][CH:36]=[CH:37][CH:38]=2)[N:33]([C:40]([C:42]2[CH:47]=[CH:46][CH:45]=[CH:44][CH:43]=2)=[O:41])[CH2:32][CH2:31]1.CC(OC(/N=N/C(OC(C)C)=O)=O)C. (3) Given the product [Cl:20][B:21]([N:22]([CH:26]([CH3:28])[CH3:27])[CH:23]([CH3:25])[CH3:24])[CH:8]1[C:9]2[C:14](=[CH:13][CH:12]=[CH:11][CH:10]=2)[C:6]([CH:1]=[CH:2][CH2:3][CH2:4][CH3:5])=[CH:7]1, predict the reactants needed to synthesize it. The reactants are: [CH:1]([C:6]1[C:14]2[C:9](=[CH:10][CH:11]=[CH:12][CH:13]=2)[CH2:8][CH:7]=1)=[CH:2][CH2:3][CH2:4][CH3:5].C([Li])CCC.[Cl:20][B:21](Cl)[N:22]([CH:26]([CH3:28])[CH3:27])[CH:23]([CH3:25])[CH3:24]. (4) Given the product [O:18]=[C:16]1[N:15]([C:19]2[CH:20]=[CH:21][C:22]([N:25]3[CH2:30][CH2:29][O:28][CH2:27][C:26]3=[O:31])=[CH:23][CH:24]=2)[CH2:14][C@H:13]([CH2:12][N:43]2[C:32](=[O:42])[C:33]3[C:34](=[CH:38][CH:39]=[CH:40][CH:41]=3)[C:35]2=[O:36])[O:17]1, predict the reactants needed to synthesize it. The reactants are: CC1C=CC(S(O[CH2:12][C@@H:13]2[O:17][C:16](=[O:18])[N:15]([C:19]3[CH:24]=[CH:23][C:22]([N:25]4[CH2:30][CH2:29][O:28][CH2:27][C:26]4=[O:31])=[CH:21][CH:20]=3)[CH2:14]2)(=O)=O)=CC=1.[C:32]([NH2:43])(=[O:42])[C:33]1[C:34](=[CH:38][CH:39]=[CH:40][CH:41]=1)[C:35](N)=[O:36].C(=O)([O-])[O-].[K+].[K+].